From a dataset of Forward reaction prediction with 1.9M reactions from USPTO patents (1976-2016). Predict the product of the given reaction. (1) Given the reactants [CH2:1]([O:3][C:4]([C:6]1[CH:14]2[C:9](N3CCOCC3)([C:10](=[O:15])[NH:11][CH2:12][CH2:13]2)[N:8]([C:22]2[CH:27]=[CH:26][C:25]([O:28][CH3:29])=[CH:24][CH:23]=2)[N:7]=1)=[O:5])[CH3:2].FC(F)(F)C(O)=O, predict the reaction product. The product is: [CH2:1]([O:3][C:4]([C:6]1[C:14]2[CH2:13][CH2:12][NH:11][C:10](=[O:15])[C:9]=2[N:8]([C:22]2[CH:23]=[CH:24][C:25]([O:28][CH3:29])=[CH:26][CH:27]=2)[N:7]=1)=[O:5])[CH3:2]. (2) Given the reactants [F:1][C:2]1[CH:25]=[CH:24][CH:23]=[C:22]([F:26])[C:3]=1[CH2:4][O:5][C:6]1[C:7]2[N:8]([C:13]([C:17]3[CH:18]=[N:19][NH:20][CH:21]=3)=[C:14]([CH3:16])[N:15]=2)[CH:9]=[C:10]([CH3:12])[CH:11]=1.C(=O)([O-])[O-].[Cs+].[Cs+].FC(F)(F)S(O[CH2:39][C:40]([CH3:45])([N+:42]([O-:44])=[O:43])[CH3:41])(=O)=O, predict the reaction product. The product is: [F:1][C:2]1[CH:25]=[CH:24][CH:23]=[C:22]([F:26])[C:3]=1[CH2:4][O:5][C:6]1[C:7]2[N:8]([C:13]([C:17]3[CH:21]=[N:20][N:19]([CH2:39][C:40]([CH3:45])([N+:42]([O-:44])=[O:43])[CH3:41])[CH:18]=3)=[C:14]([CH3:16])[N:15]=2)[CH:9]=[C:10]([CH3:12])[CH:11]=1. (3) Given the reactants [CH3:1][O:2][C:3](=[O:19])/[CH:4]=[CH:5]/[C:6]1[C:7]([CH3:18])=[N:8][O:9][C:10]=1[C:11]1[CH:16]=[CH:15][C:14](Br)=[CH:13][CH:12]=1.[CH2:20]([O:22][C:23]([C:25]1([C:28]2[CH:33]=[CH:32][C:31](B3OC(C)(C)C(C)(C)O3)=[CH:30][CH:29]=2)[CH2:27][CH2:26]1)=[O:24])[CH3:21], predict the reaction product. The product is: [CH2:20]([O:22][C:23]([C:25]1([C:28]2[CH:33]=[CH:32][C:31]([C:14]3[CH:15]=[CH:16][C:11]([C:10]4[O:9][N:8]=[C:7]([CH3:18])[C:6]=4/[CH:5]=[CH:4]/[C:3]([O:2][CH3:1])=[O:19])=[CH:12][CH:13]=3)=[CH:30][CH:29]=2)[CH2:26][CH2:27]1)=[O:24])[CH3:21]. (4) Given the reactants [F:22][C:19]([F:21])([F:20])[O:18][C:13]1[CH:14]=[CH:15][CH:16]=[CH:17][C:12]=1C([C:12]1[CH:17]=[CH:16][CH:15]=[CH:14][C:13]=1[O:18][C:19]([F:22])([F:21])[F:20])Br.[O:25]=[C:26]1[CH2:31][CH2:30][N:29]([C:32]([O:34][C:35]([CH3:38])([CH3:37])[CH3:36])=[O:33])[CH2:28][CH2:27]1.[CH2:39]([Li])[CH2:40][CH2:41][CH3:42], predict the reaction product. The product is: [F:22][C:19]([F:21])([F:20])[O:18][C:13]1[CH:12]=[CH:17][C:16]([CH:42]([C:41]2[CH:17]=[CH:12][C:13]([O:18][C:19]([F:21])([F:20])[F:22])=[CH:39][CH:40]=2)[C:26]2([OH:25])[CH2:27][CH2:28][N:29]([C:32]([O:34][C:35]([CH3:38])([CH3:37])[CH3:36])=[O:33])[CH2:30][CH2:31]2)=[CH:15][CH:14]=1. (5) Given the reactants C[Mg]Cl.[CH2:4]([CH:9]1[CH2:13][CH2:12][CH2:11][C:10]1=[O:14])[CH2:5][CH2:6][CH2:7][CH3:8].[C:15](O)(=O)C.O, predict the reaction product. The product is: [CH3:15][C:10]1([OH:14])[CH2:11][CH2:12][CH2:13][CH:9]1[CH2:4][CH2:5][CH2:6][CH2:7][CH3:8]. (6) The product is: [CH2:20]([O:11][C:8]1[CH:9]=[CH:10][N:5]([CH2:4][C:3]2[CH:13]=[CH:14][C:15]([Cl:17])=[CH:16][C:2]=2[Cl:1])[C:6](=[O:12])[CH:7]=1)[C:21]1[CH:26]=[CH:25][CH:24]=[CH:23][CH:22]=1. Given the reactants [Cl:1][C:2]1[CH:16]=[C:15]([Cl:17])[CH:14]=[CH:13][C:3]=1[CH2:4][N:5]1[CH:10]=[CH:9][C:8]([OH:11])=[CH:7][C:6]1=[O:12].[H-].[Na+].[CH2:20](Br)[C:21]1[CH:26]=[CH:25][CH:24]=[CH:23][CH:22]=1, predict the reaction product. (7) Given the reactants [C:1]([O:5][C:6]([N:8]1[CH2:12][C@H:11]([CH2:13][C@H:14]([CH2:18][C:19]2[CH:24]=[CH:23][C:22]([O:25][CH3:26])=[C:21]([O:27][CH2:28][CH2:29][CH2:30][O:31][CH3:32])[CH:20]=2)[CH:15]([CH3:17])[CH3:16])[C@@H:10]([CH:33]=O)[CH2:9]1)=[O:7])([CH3:4])([CH3:3])[CH3:2].[CH:35]1([NH2:38])[CH2:37][CH2:36]1.[BH4-].[Na+], predict the reaction product. The product is: [C:1]([O:5][C:6]([N:8]1[CH2:12][C@H:11]([CH2:13][C@H:14]([CH2:18][C:19]2[CH:24]=[CH:23][C:22]([O:25][CH3:26])=[C:21]([O:27][CH2:28][CH2:29][CH2:30][O:31][CH3:32])[CH:20]=2)[CH:15]([CH3:17])[CH3:16])[C@@H:10]([CH2:33][NH:38][CH:35]2[CH2:37][CH2:36]2)[CH2:9]1)=[O:7])([CH3:4])([CH3:2])[CH3:3].